Dataset: Full USPTO retrosynthesis dataset with 1.9M reactions from patents (1976-2016). Task: Predict the reactants needed to synthesize the given product. (1) Given the product [O:4]1[C:8]2=[C:9]([N:13]3[CH2:18][CH2:17][N:16]([CH2:19][CH2:20][C@H:21]4[CH2:26][CH2:25][C@H:24]([NH:27][C:38]([C:34]5[CH:33]=[C:32]6[C:37](=[CH:36][CH:35]=5)[N:28]=[CH:29][CH:30]=[CH:31]6)=[O:39])[CH2:23][CH2:22]4)[CH2:15][CH2:14]3)[N:10]=[CH:11][CH:12]=[C:7]2[CH2:6][CH2:5]1, predict the reactants needed to synthesize it. The reactants are: Cl.Cl.Cl.[O:4]1[C:8]2=[C:9]([N:13]3[CH2:18][CH2:17][N:16]([CH2:19][CH2:20][C@H:21]4[CH2:26][CH2:25][C@H:24]([NH2:27])[CH2:23][CH2:22]4)[CH2:15][CH2:14]3)[N:10]=[CH:11][CH:12]=[C:7]2[CH2:6][CH2:5]1.[N:28]1[C:37]2[C:32](=[CH:33][C:34]([C:38](O)=[O:39])=[CH:35][CH:36]=2)[CH:31]=[CH:30][CH:29]=1. (2) Given the product [CH3:17][C:18]1[C:23]([N:24]2[CH2:29][CH2:28][N:27]([C:11]([C:10]3[CH:9]=[CH:8][C:7]([N:3]4[CH2:4][CH2:5][CH2:6][S:2]4(=[O:1])=[O:16])=[CH:15][CH:14]=3)=[O:13])[CH2:26][CH2:25]2)=[CH:22][CH:21]=[C:20]([CH3:30])[N:19]=1, predict the reactants needed to synthesize it. The reactants are: [O:1]=[S:2]1(=[O:16])[CH2:6][CH2:5][CH2:4][N:3]1[C:7]1[CH:15]=[CH:14][C:10]([C:11]([OH:13])=O)=[CH:9][CH:8]=1.[CH3:17][C:18]1[C:23]([N:24]2[CH2:29][CH2:28][NH:27][CH2:26][CH2:25]2)=[CH:22][CH:21]=[C:20]([CH3:30])[N:19]=1. (3) Given the product [CH3:3][N:4]1[C:12]2[C:7](=[CH:8][C:9]([C:13]([OH:15])=[O:14])=[CH:10][CH:11]=2)[CH:6]=[N:5]1, predict the reactants needed to synthesize it. The reactants are: [OH-].[Na+].[CH3:3][N:4]1[C:12]2[C:7](=[CH:8][C:9]([C:13]([O:15]C)=[O:14])=[CH:10][CH:11]=2)[CH:6]=[N:5]1. (4) Given the product [C:17]1([N:13]2[CH2:14][CH2:15][N:10]([CH3:9])[CH2:11][CH2:12]2)[CH:22]=[CH:21][CH:20]=[CH:19][CH:18]=1, predict the reactants needed to synthesize it. The reactants are: [O-]P([O-])([O-])=O.[K+].[K+].[K+].[CH3:9][N:10]1[CH2:15][CH2:14][NH:13][CH2:12][CH2:11]1.I[C:17]1[CH:22]=[CH:21][CH:20]=[CH:19][CH:18]=1.C(O)CO. (5) Given the product [CH3:13][O:14][C:15](=[O:27])[CH:16]([C:17]1[CH:18]=[CH:19][C:20]([S:23]([CH3:26])(=[O:24])=[O:25])=[CH:21][CH:22]=1)[CH2:29][CH:30]1[CH2:34][CH2:33][CH:32]([O:35][CH:36]2[CH2:41][CH2:40][CH2:39][CH2:38][O:37]2)[CH2:31]1, predict the reactants needed to synthesize it. The reactants are: C(NC(C)C)(C)C.C([Li])CCC.[CH3:13][O:14][C:15](=[O:27])[CH2:16][C:17]1[CH:22]=[CH:21][C:20]([S:23]([CH3:26])(=[O:25])=[O:24])=[CH:19][CH:18]=1.I[CH2:29][CH:30]1[CH2:34][CH2:33][CH:32]([O:35][CH:36]2[CH2:41][CH2:40][CH2:39][CH2:38][O:37]2)[CH2:31]1. (6) Given the product [C:3]([O:30][C:27](=[O:29])[N:10]([CH2:9][CH2:8][C:3]1[CH:4]=[CH:5][CH:6]=[CH:7][C:2]=1[F:1])[CH2:11][C:20]1[CH:19]=[CH:18][CH:17]=[CH:16][C:15]=1[CH2:14][CH2:13][OH:12])([CH3:8])([CH3:4])[CH3:2], predict the reactants needed to synthesize it. The reactants are: [F:1][C:2]1[CH:7]=[CH:6][CH:5]=[CH:4][C:3]=1[CH2:8][CH2:9][NH2:10].[CH:11]1(O)[C:20]2[C:15](=[CH:16][CH:17]=[CH:18][CH:19]=2)[CH2:14][CH2:13][O:12]1.C([BH3-])#N.[Na+].N.[C:27]([OH:30])(=[O:29])C.